Dataset: NCI-60 drug combinations with 297,098 pairs across 59 cell lines. Task: Regression. Given two drug SMILES strings and cell line genomic features, predict the synergy score measuring deviation from expected non-interaction effect. (1) Drug 1: C(CC(=O)O)C(=O)CN.Cl. Drug 2: B(C(CC(C)C)NC(=O)C(CC1=CC=CC=C1)NC(=O)C2=NC=CN=C2)(O)O. Cell line: NCI-H226. Synergy scores: CSS=25.0, Synergy_ZIP=-9.67, Synergy_Bliss=-11.4, Synergy_Loewe=-44.1, Synergy_HSA=-13.8. (2) Cell line: NCI-H322M. Synergy scores: CSS=-8.83, Synergy_ZIP=-0.455, Synergy_Bliss=-9.74, Synergy_Loewe=-19.0, Synergy_HSA=-12.1. Drug 1: COC1=CC(=CC(=C1O)OC)C2C3C(COC3=O)C(C4=CC5=C(C=C24)OCO5)OC6C(C(C7C(O6)COC(O7)C8=CC=CS8)O)O. Drug 2: C1=CC(=CC=C1CCCC(=O)O)N(CCCl)CCCl.